Dataset: Forward reaction prediction with 1.9M reactions from USPTO patents (1976-2016). Task: Predict the product of the given reaction. Given the reactants [Cl:1][C:2]1[C:10]([C:11]#[N:12])=[CH:9][CH:8]=[C:7]2[C:3]=1[CH:4]=[C:5]([CH:13]([F:15])[F:14])[NH:6]2.Br[CH2:17][C:18]1[O:19][C:20]([C:23]([F:26])([F:25])[F:24])=[CH:21][CH:22]=1, predict the reaction product. The product is: [Cl:1][C:2]1[C:10]([C:11]#[N:12])=[CH:9][CH:8]=[C:7]2[C:3]=1[CH:4]=[C:5]([CH:13]([F:14])[F:15])[N:6]2[CH2:17][C:18]1[O:19][C:20]([C:23]([F:26])([F:25])[F:24])=[CH:21][CH:22]=1.